This data is from Catalyst prediction with 721,799 reactions and 888 catalyst types from USPTO. The task is: Predict which catalyst facilitates the given reaction. (1) Reactant: [Cl:1][C:2]1[CH:7]=[C:6]([N+:8]([O-:10])=[O:9])[CH:5]=[CH:4][C:3]=1[CH2:11][C:12](Cl)=[O:13].[CH2:15]([NH:17][CH2:18][CH3:19])[CH3:16]. Product: [Cl:1][C:2]1[CH:7]=[C:6]([N+:8]([O-:10])=[O:9])[CH:5]=[CH:4][C:3]=1[CH2:11][C:12]([N:17]([CH2:18][CH3:19])[CH2:15][CH3:16])=[O:13]. The catalyst class is: 25. (2) Reactant: [NH:1]1[C:10]2[CH2:9][CH2:8][CH2:7][C:6](=[O:11])[C:5]=2[CH:4]=[CH:3][C:2]1=O.P(Cl)(Cl)([Cl:15])=O.[OH-].[Na+]. Product: [Cl:15][C:2]1[CH:3]=[CH:4][C:5]2[C:6](=[O:11])[CH2:7][CH2:8][CH2:9][C:10]=2[N:1]=1. The catalyst class is: 10.